Dataset: HIV replication inhibition screening data with 41,000+ compounds from the AIDS Antiviral Screen. Task: Binary Classification. Given a drug SMILES string, predict its activity (active/inactive) in a high-throughput screening assay against a specified biological target. The drug is CC1CC(=O)Nc2ccc(Cl)cc2N1C(=O)CN1CCC(CCCCN(C)C)CC1. The result is 0 (inactive).